Regression. Given a peptide amino acid sequence and an MHC pseudo amino acid sequence, predict their binding affinity value. This is MHC class II binding data. From a dataset of Peptide-MHC class II binding affinity with 134,281 pairs from IEDB. (1) The MHC is DRB3_0202 with pseudo-sequence DRB3_0202. The binding affinity (normalized) is 0.314. The peptide sequence is EIYNMVKFRMIAGQE. (2) The peptide sequence is DVKFPGSGQIVGGVY. The MHC is HLA-DQA10501-DQB10301 with pseudo-sequence HLA-DQA10501-DQB10301. The binding affinity (normalized) is 0.645. (3) The peptide sequence is AEYKSDYVYEPFPKE. The MHC is DRB1_1501 with pseudo-sequence DRB1_1501. The binding affinity (normalized) is 0.484. (4) The peptide sequence is DFHPGAGKTRRFLPQ. The MHC is HLA-DQA10201-DQB10303 with pseudo-sequence HLA-DQA10201-DQB10303. The binding affinity (normalized) is 0.306. (5) The MHC is HLA-DPA10103-DPB10401 with pseudo-sequence HLA-DPA10103-DPB10401. The binding affinity (normalized) is 0.571. The peptide sequence is FLNFLEANGLNAIDF. (6) The peptide sequence is TLWQRPVVTIKIGGQLKEAL. The binding affinity (normalized) is 0.0419. The MHC is HLA-DPA10103-DPB10401 with pseudo-sequence HLA-DPA10103-DPB10401. (7) The MHC is DRB3_0101 with pseudo-sequence DRB3_0101. The binding affinity (normalized) is 0.586. The peptide sequence is YNTDGSTDYGILQINSR.